This data is from Catalyst prediction with 721,799 reactions and 888 catalyst types from USPTO. The task is: Predict which catalyst facilitates the given reaction. (1) Reactant: [CH3:1][O:2][C:3](=[O:27])[CH:4]([O:20][CH2:21][CH2:22][CH2:23][CH2:24][CH2:25][CH3:26])[CH2:5][C:6]1[CH:11]=[CH:10][C:9]([O:12]CC2C=CC=CC=2)=[CH:8][CH:7]=1. Product: [CH3:1][O:2][C:3](=[O:27])[CH:4]([O:20][CH2:21][CH2:22][CH2:23][CH2:24][CH2:25][CH3:26])[CH2:5][C:6]1[CH:11]=[CH:10][C:9]([OH:12])=[CH:8][CH:7]=1. The catalyst class is: 13. (2) Reactant: [Cl-].[CH3:2][NH:3][CH3:4].[OH:5][C:6]1([C:19]2[S:20][C:21]([C:24]3[CH:29]=[C:28]([CH3:30])[CH:27]=[C:26]([NH:31][C:32]4[CH:37]=[C:36]([C:38]5[CH:39]=[N:40][NH:41][CH:42]=5)[CH:35]=[CH:34][N:33]=4)[N:25]=3)=[CH:22][N:23]=2)[CH2:15][CH2:14][CH2:13][C:12]2[CH:11]=[C:10]([C:16](O)=[O:17])[CH:9]=[CH:8][C:7]1=2.C(Cl)CCl.C1C=CC2N(O)N=NC=2C=1.C(N(CC)CC)C. Product: [CH3:2][N:3]([CH3:4])[C:16]([C:10]1[CH:9]=[CH:8][C:7]2[C:6]([OH:5])([C:19]3[S:20][C:21]([C:24]4[CH:29]=[C:28]([CH3:30])[CH:27]=[C:26]([NH:31][C:32]5[CH:37]=[C:36]([C:38]6[CH:39]=[N:40][NH:41][CH:42]=6)[CH:35]=[CH:34][N:33]=5)[N:25]=4)=[CH:22][N:23]=3)[CH2:15][CH2:14][CH2:13][C:12]=2[CH:11]=1)=[O:17]. The catalyst class is: 3. (3) Reactant: [CH3:1][C:2]1([CH3:16])[C:6]([CH3:8])([CH3:7])[O:5][B:4]([C:9]2[CH:14]=[CH:13][C:12]([OH:15])=[CH:11][CH:10]=2)[O:3]1.C1(P(C2C=CC=CC=2)C2C=CC=CC=2)C=CC=CC=1.O[CH:37]1[CH2:42][CH2:41][N:40]([C:43]([O:45][C:46]([CH3:49])([CH3:48])[CH3:47])=[O:44])[CH2:39][CH2:38]1.N(/C(N1CCCCC1)=O)=N\C(N1CCCCC1)=O. Product: [C:46]([O:45][C:43]([N:40]1[CH2:41][CH2:42][CH:37]([O:15][C:12]2[CH:13]=[CH:14][C:9]([B:4]3[O:3][C:2]([CH3:16])([CH3:1])[C:6]([CH3:7])([CH3:8])[O:5]3)=[CH:10][CH:11]=2)[CH2:38][CH2:39]1)=[O:44])([CH3:49])([CH3:47])[CH3:48]. The catalyst class is: 7. (4) Reactant: [C:1]([O:5][C:6](=[O:25])[NH:7][C@H:8]([C:10](=O)[NH:11][C:12]1[CH:13]=[CH:14][C:15]([F:23])=[C:16]2[C:21]=1[NH:20][CH:19]([CH3:22])[CH2:18][CH2:17]2)[CH3:9])([CH3:4])([CH3:3])[CH3:2]. Product: [C:1]([O:5][C:6](=[O:25])[NH:7][C@H:8]([C:10]1[N:20]2[C:21]3[C:16]([CH2:17][CH2:18][CH:19]2[CH3:22])=[C:15]([F:23])[CH:14]=[CH:13][C:12]=3[N:11]=1)[CH3:9])([CH3:4])([CH3:3])[CH3:2]. The catalyst class is: 52. (5) Reactant: [C:1]([O:5][C:6](=[O:31])[NH:7][C:8]1([C:12]2[CH:17]=[CH:16][C:15]([C:18]3[C:23]([C:24]4[CH:29]=[CH:28][CH:27]=[CH:26][CH:25]=4)=[CH:22][N:21]=[C:20]([NH2:30])[N:19]=3)=[CH:14][CH:13]=2)[CH2:11][CH2:10][CH2:9]1)([CH3:4])([CH3:3])[CH3:2].Br[CH2:33][C:34]([C:36]1[CH:41]=[CH:40][CH:39]=[CH:38][CH:37]=1)=O. Product: [C:1]([O:5][C:6](=[O:31])[NH:7][C:8]1([C:12]2[CH:17]=[CH:16][C:15]([C:18]3[C:23]([C:24]4[CH:25]=[CH:26][CH:27]=[CH:28][CH:29]=4)=[CH:22][N:21]4[CH:33]=[C:34]([C:36]5[CH:41]=[CH:40][CH:39]=[CH:38][CH:37]=5)[N:30]=[C:20]4[N:19]=3)=[CH:14][CH:13]=2)[CH2:11][CH2:10][CH2:9]1)([CH3:4])([CH3:2])[CH3:3]. The catalyst class is: 511. (6) Reactant: [NH2:1][C:2]1[C:7]([CH:8]=O)=[C:6]([Cl:10])[N:5]=[CH:4][N:3]=1.Cl.[CH3:12][O:13][NH2:14].C(O)(=O)C. Product: [CH3:12][O:13][N:14]=[CH:8][C:7]1[C:2]([NH2:1])=[N:3][CH:4]=[N:5][C:6]=1[Cl:10]. The catalyst class is: 6.